From a dataset of Peptide-MHC class II binding affinity with 134,281 pairs from IEDB. Regression. Given a peptide amino acid sequence and an MHC pseudo amino acid sequence, predict their binding affinity value. This is MHC class II binding data. (1) The peptide sequence is AAATAGTTVYGKFAA. The MHC is HLA-DQA10501-DQB10301 with pseudo-sequence HLA-DQA10501-DQB10301. The binding affinity (normalized) is 0.494. (2) The MHC is DRB1_0801 with pseudo-sequence DRB1_0801. The peptide sequence is VLVDEGRKVAIKGPL. The binding affinity (normalized) is 0.280.